From a dataset of Retrosynthesis with 50K atom-mapped reactions and 10 reaction types from USPTO. Predict the reactants needed to synthesize the given product. Given the product CCc1ccc(N(C(=O)CCl)c2c(C)cc(Cl)cc2Cl)cc1, predict the reactants needed to synthesize it. The reactants are: CCc1ccc(Nc2c(C)cc(Cl)cc2Cl)cc1.O=C(Cl)CCl.